Dataset: Catalyst prediction with 721,799 reactions and 888 catalyst types from USPTO. Task: Predict which catalyst facilitates the given reaction. (1) Reactant: C([O:3][C:4](=[O:29])[CH:5]=[CH:6][C:7]1[CH:12]=[CH:11][CH:10]=[C:9]([NH:13][C:14]([C:16]2[CH:28]=[CH:27][C:19]3[O:20][C:21]4[CH:26]=[CH:25][CH:24]=[CH:23][C:22]=4[C:18]=3[CH:17]=2)=[O:15])[CH:8]=1)C.CO.C1COCC1.Cl. Product: [CH:17]1[C:18]2[C:22]3[CH:23]=[CH:24][CH:25]=[CH:26][C:21]=3[O:20][C:19]=2[CH:27]=[CH:28][C:16]=1[C:14]([NH:13][C:9]1[CH:8]=[C:7]([CH:6]=[CH:5][C:4]([OH:29])=[O:3])[CH:12]=[CH:11][CH:10]=1)=[O:15]. The catalyst class is: 237. (2) Reactant: [F:1][C:2]1[CH:11]=[C:10]([F:12])[CH:9]=[C:8]2[C:3]=1[CH2:4][CH2:5][CH2:6][C:7]2=O.[CH2:14]([Mg]Br)[CH:15]=[CH2:16]. Product: [F:1][C:2]1[CH:11]=[C:10]([F:12])[CH:9]=[C:8]2[C:3]=1[CH2:4][CH2:5][CH:6]=[C:7]2[CH2:16][CH:15]=[CH2:14]. The catalyst class is: 365. (3) Reactant: [C:1]([O:5][C:6]([N:8]1[CH2:13][CH2:12][CH:11]([N:14]2[C:18]3=[N:19][CH:20]=[N:21][C:22](Cl)=[C:17]3[CH:16]=[N:15]2)[CH2:10][CH2:9]1)=[O:7])([CH3:4])([CH3:3])[CH3:2].[Cl:24][C:25]1[CH:26]=[C:27]([OH:31])[CH:28]=[N:29][CH:30]=1.C(=O)([O-])[O-].[K+].[K+]. Product: [C:1]([O:5][C:6]([N:8]1[CH2:13][CH2:12][CH:11]([N:14]2[C:18]3=[N:19][CH:20]=[N:21][C:22]([O:31][C:27]4[CH:28]=[N:29][CH:30]=[C:25]([Cl:24])[CH:26]=4)=[C:17]3[CH:16]=[N:15]2)[CH2:10][CH2:9]1)=[O:7])([CH3:3])([CH3:4])[CH3:2]. The catalyst class is: 9. (4) Reactant: [F:1][C:2]1[CH:13]=[CH:12][C:5]2[O:6][CH2:7][CH2:8][CH2:9][C:10](=[O:11])[C:4]=2[CH:3]=1.[Br:14]Br. Product: [Br:14][CH:9]1[CH2:8][CH2:7][O:6][C:5]2[CH:12]=[CH:13][C:2]([F:1])=[CH:3][C:4]=2[C:10]1=[O:11]. The catalyst class is: 28. (5) Reactant: [NH2:1][C:2]1[C:3]([SH:12])=[N:4][CH:5]=[C:6]([C:8]([F:11])([F:10])[F:9])[CH:7]=1.Cl.[CH2:14]([S:16][C:17]1[C:22]([C:23](O)=[O:24])=[CH:21][N:20]=[CH:19][CH:18]=1)[CH3:15].CCN=C=NCCCN(C)C.Cl.C1C=CC2N(O)N=NC=2C=1. Product: [CH2:14]([S:16][C:17]1[C:22]([C:23]([NH:1][C:2]2[C:3]([SH:12])=[N:4][CH:5]=[C:6]([C:8]([F:9])([F:11])[F:10])[CH:7]=2)=[O:24])=[CH:21][N:20]=[CH:19][CH:18]=1)[CH3:15]. The catalyst class is: 803. (6) Reactant: Cl[C:2]1[CH:3]=[C:4]([N:17]2[CH2:22][CH2:21][O:20][CH2:19][CH2:18]2)[C:5]2[N:6]([CH:8]=[C:9]([C:11]3[CH:12]=[N:13][CH:14]=[CH:15][CH:16]=3)[N:10]=2)[N:7]=1.C(=O)([O-])[O-].[K+].[K+].O.[NH2:30][NH2:31].[CH3:32][C:33]1[CH:34]=[C:35]([CH:38]=[CH:39][CH:40]=1)[CH:36]=O. Product: [CH3:32][C:33]1[CH:34]=[C:35]([CH:38]=[CH:39][CH:40]=1)[CH:36]=[N:30][NH:31][C:2]1[CH:3]=[C:4]([N:17]2[CH2:22][CH2:21][O:20][CH2:19][CH2:18]2)[C:5]2[N:6]([CH:8]=[C:9]([C:11]3[CH:12]=[N:13][CH:14]=[CH:15][CH:16]=3)[N:10]=2)[N:7]=1. The catalyst class is: 35. (7) Reactant: [C:1]1([CH2:7][CH2:8][NH2:9])[CH:6]=[CH:5][CH:4]=[CH:3][CH:2]=1.CCN(C(C)C)C(C)C.[F:19][C:20]([F:31])([F:30])[C:21]1[CH:29]=[CH:28][C:24]([C:25](Cl)=[O:26])=[CH:23][CH:22]=1. Product: [CH2:8]([NH:9][C:25](=[O:26])[C:24]1[CH:28]=[CH:29][C:21]([C:20]([F:19])([F:30])[F:31])=[CH:22][CH:23]=1)[CH2:7][C:1]1[CH:6]=[CH:5][CH:4]=[CH:3][CH:2]=1. The catalyst class is: 2.